From a dataset of Reaction yield outcomes from USPTO patents with 853,638 reactions. Predict the reaction yield, written as a fraction of the theoretical maximum amount of product (1.0 means a 100% yield; for example, 0.34 means a 34% yield). (1) The reactants are [F:1][C:2]([F:18])([F:17])[O:3][C:4]1[CH:5]=[CH:6][C:7]2[O:12][CH:11]([C:13]([OH:15])=O)[CH2:10][NH:9][C:8]=2[CH:16]=1.[Br:19][C:20]1[CH:26]=[C:25]([CH3:27])[CH:24]=[CH:23][C:21]=1[NH2:22].N1C=CC=CC=1.C(P1(=O)OP(CCC)(=O)OP(CCC)(=O)O1)CC. The catalyst is CC1CCCO1. The product is [Br:19][C:20]1[CH:26]=[C:25]([CH3:27])[CH:24]=[CH:23][C:21]=1[NH:22][C:13]([CH:11]1[O:12][C:7]2[CH:6]=[CH:5][C:4]([O:3][C:2]([F:1])([F:18])[F:17])=[CH:16][C:8]=2[NH:9][CH2:10]1)=[O:15]. The yield is 0.760. (2) The reactants are [Cl:1][C:2]1[CH:3]=[C:4]([CH:7]=[CH:8][C:9]=1[CH2:10][CH:11]1[CH2:15][CH2:14][N:13]([CH:16]2[CH2:21][CH2:20][CH2:19][CH2:18][CH2:17]2)[C:12]1=[O:22])[C:5]#N.[C:23]1([Mg]Br)[CH:28]=[CH:27][CH:26]=[CH:25][CH:24]=1.C1C[O:34]CC1. No catalyst specified. The product is [C:5]([C:4]1[CH:7]=[CH:8][C:9]([CH2:10][CH:11]2[CH2:15][CH2:14][N:13]([CH:16]3[CH2:21][CH2:20][CH2:19][CH2:18][CH2:17]3)[C:12]2=[O:22])=[C:2]([Cl:1])[CH:3]=1)(=[O:34])[C:23]1[CH:28]=[CH:27][CH:26]=[CH:25][CH:24]=1. The yield is 0.0900. (3) The product is [Br:23][C:19]1[N:18]=[C:17]([C:2]([CH3:4])([CH3:3])[C:1]#[N:5])[CH:22]=[CH:21][CH:20]=1. The catalyst is C1(C)C=CC=CC=1.CCOCC. The yield is 0.284. The reactants are [C:1](#[N:5])[CH:2]([CH3:4])[CH3:3].C[Si]([N-][Si](C)(C)C)(C)C.[K+].Br[C:17]1[CH:22]=[CH:21][CH:20]=[C:19]([Br:23])[N:18]=1. (4) The reactants are [CH3:1][C:2]1([CH3:10])[C:6](=[O:7])[CH2:5][C:4]([CH3:9])([CH3:8])[O:3]1.C[Si]([N-][Si](C)(C)C)(C)C.[K+].C1C=CC(N([S:28]([C:31]([F:34])([F:33])[F:32])(=[O:30])=[O:29])[S:28]([C:31]([F:34])([F:33])[F:32])(=[O:30])=[O:29])=CC=1. The catalyst is C1COCC1.C1(C)C=CC=CC=1. The product is [CH3:1][C:2]1([CH3:10])[C:6]([O:7][S:28]([C:31]([F:34])([F:33])[F:32])(=[O:30])=[O:29])=[CH:5][C:4]([CH3:9])([CH3:8])[O:3]1. The yield is 0.510.